This data is from Forward reaction prediction with 1.9M reactions from USPTO patents (1976-2016). The task is: Predict the product of the given reaction. Given the reactants Cl.[CH3:2][C:3]1([CH3:10])[C:8](=[O:9])[CH2:7][CH2:6][NH:5][CH2:4]1.[S:11](Cl)([C:14]1[CH:20]=[CH:19][C:17]([CH3:18])=[CH:16][CH:15]=1)(=[O:13])=[O:12].O, predict the reaction product. The product is: [CH3:2][C:3]1([CH3:10])[C:8](=[O:9])[CH2:7][CH2:6][N:5]([S:11]([C:14]2[CH:20]=[CH:19][C:17]([CH3:18])=[CH:16][CH:15]=2)(=[O:13])=[O:12])[CH2:4]1.